This data is from Catalyst prediction with 721,799 reactions and 888 catalyst types from USPTO. The task is: Predict which catalyst facilitates the given reaction. (1) The catalyst class is: 33. Reactant: C([N:4]1[CH2:9][CH2:8][N:7]([C:10]2[CH:15]=[CH:14][C:13]([C:16]3[NH:25][C:24](=[O:26])[C:23]4[C:18](=[CH:19][C:20]([O:29][CH3:30])=[CH:21][C:22]=4[O:27][CH3:28])[N:17]=3)=[CH:12][CH:11]=2)[CH2:6][CH2:5]1)(=O)C.[OH-].[Na+]. Product: [CH3:28][O:27][C:22]1[CH:21]=[C:20]([O:29][CH3:30])[CH:19]=[C:18]2[C:23]=1[C:24](=[O:26])[NH:25][C:16]([C:13]1[CH:14]=[CH:15][C:10]([N:7]3[CH2:6][CH2:5][NH:4][CH2:9][CH2:8]3)=[CH:11][CH:12]=1)=[N:17]2. (2) Reactant: [CH2:1]([Mg]Br)[CH:2]=[CH2:3].[CH3:6][S:7]([N:10]1[CH2:15][CH2:14][C:13](=[O:16])[CH2:12][CH2:11]1)(=[O:9])=[O:8]. Product: [CH2:3]([C:13]1([OH:16])[CH2:12][CH2:11][N:10]([S:7]([CH3:6])(=[O:9])=[O:8])[CH2:15][CH2:14]1)[CH:2]=[CH2:1]. The catalyst class is: 1. (3) Reactant: [CH3:1][NH:2][CH3:3].C(O[C:7](=[O:31])[CH2:8][N:9]1[CH:14]=[CH:13][C:12]([N:15]2[CH:19]=[C:18]([C:20]#[C:21][C:22]3[CH:23]=[C:24]([CH3:28])[CH:25]=[CH:26][CH:27]=3)[N:17]=[C:16]2[CH3:29])=[CH:11][C:10]1=[O:30])C. Product: [CH3:1][N:2]([CH3:3])[C:7](=[O:31])[CH2:8][N:9]1[CH:14]=[CH:13][C:12]([N:15]2[CH:19]=[C:18]([C:20]#[C:21][C:22]3[CH:23]=[C:24]([CH3:28])[CH:25]=[CH:26][CH:27]=3)[N:17]=[C:16]2[CH3:29])=[CH:11][C:10]1=[O:30]. The catalyst class is: 8. (4) The catalyst class is: 32. Reactant: Cl.[CH:2]1[C:11]2[C:6](=[CH:7][CH:8]=[CH:9][CH:10]=2)[CH:5]=[CH:4][C:3]=1[C@@:12]12[CH2:17][C@@H:16]1[CH2:15][NH:14][CH2:13]2.Cl. Product: [CH:2]1[C:11]2[C:6](=[CH:7][CH:8]=[CH:9][CH:10]=2)[CH:5]=[CH:4][C:3]=1[C@@:12]12[CH2:17][C@@H:16]1[CH2:15][NH:14][CH2:13]2. (5) Reactant: [O:1]1[C:5]2[CH:6]=[CH:7][C:8]([C:10]([OH:12])=O)=[CH:9][C:4]=2[O:3][CH2:2]1.[NH2:13][CH2:14][C:15]1[CH:16]=[C:17]([C:21]2[S:25][C:24]([CH2:26][N:27]3[CH2:32][CH2:31][N:30](C(OC(C)(C)C)=O)[C@@H:29]([CH3:40])[CH2:28]3)=[CH:23][CH:22]=2)[CH:18]=[CH:19][CH:20]=1.C(Cl)CCl.C1C=CC2N(O)N=NC=2C=1.C([O-])([O-])=O.[Na+].[Na+]. Product: [CH3:40][C@@H:29]1[NH:30][CH2:31][CH2:32][N:27]([CH2:26][C:24]2[S:25][C:21]([C:17]3[CH:16]=[C:15]([CH2:14][NH:13][C:10]([C:8]4[CH:7]=[CH:6][C:5]5[O:1][CH2:2][O:3][C:4]=5[CH:9]=4)=[O:12])[CH:20]=[CH:19][CH:18]=3)=[CH:22][CH:23]=2)[CH2:28]1. The catalyst class is: 22.